From a dataset of Reaction yield outcomes from USPTO patents with 853,638 reactions. Predict the reaction yield, written as a fraction of the theoretical maximum amount of product (1.0 means a 100% yield; for example, 0.34 means a 34% yield). The reactants are [CH2:1]([C:7]1[CH:12]=[CH:11][C:10](B(O)O)=[CH:9][CH:8]=1)[CH2:2][CH2:3][CH2:4][CH2:5][CH3:6].Br[C:17]1[CH:22]=[CH:21][C:20]([CH2:23][O:24][C:25]([C:38]2[CH:43]=[CH:42][CH:41]=[CH:40][CH:39]=2)([C:32]2[CH:37]=[CH:36][CH:35]=[CH:34][CH:33]=2)[C:26]2[CH:31]=[CH:30][CH:29]=[CH:28][CH:27]=2)=[CH:19][C:18]=1[N+:44]([O-:46])=[O:45].C(=O)([O-])[O-].[K+].[K+].C1(P(C2C=CC=CC=2)C2C=CC=CC=2)C=CC=CC=1. The catalyst is C([O-])(=O)C.[Pd+2].C([O-])(=O)C.C1(C)C=CC=CC=1. The product is [CH2:1]([C:7]1[CH:12]=[CH:11][C:10]([C:17]2[CH:22]=[CH:21][C:20]([CH2:23][O:24][C:25]([C:32]3[CH:33]=[CH:34][CH:35]=[CH:36][CH:37]=3)([C:26]3[CH:31]=[CH:30][CH:29]=[CH:28][CH:27]=3)[C:38]3[CH:43]=[CH:42][CH:41]=[CH:40][CH:39]=3)=[CH:19][C:18]=2[N+:44]([O-:46])=[O:45])=[CH:9][CH:8]=1)[CH2:2][CH2:3][CH2:4][CH2:5][CH3:6]. The yield is 0.840.